This data is from Reaction yield outcomes from USPTO patents with 853,638 reactions. The task is: Predict the reaction yield, written as a fraction of the theoretical maximum amount of product (1.0 means a 100% yield; for example, 0.34 means a 34% yield). (1) The reactants are C([O:8][C@H:9]1[C:19]2([CH2:21][CH2:20]2)[C@H:18]2[C@@H:11]([O:12][Si:13]([CH:31]([CH3:33])[CH3:32])([CH:28]([CH3:30])[CH3:29])[O:14][Si:15]([CH:25]([CH3:27])[CH3:26])([CH:22]([CH3:24])[CH3:23])[O:16][CH2:17]2)[C@@H:10]1[F:34])C1C=CC=CC=1.B(Cl)(Cl)Cl. The catalyst is C(Cl)Cl. The product is [F:34][C@H:10]1[C@@H:11]2[O:12][Si:13]([CH:28]([CH3:30])[CH3:29])([CH:31]([CH3:33])[CH3:32])[O:14][Si:15]([CH:25]([CH3:26])[CH3:27])([CH:22]([CH3:23])[CH3:24])[O:16][CH2:17][C@H:18]2[C:19]2([CH2:21][CH2:20]2)[C@@H:9]1[OH:8]. The yield is 0.780. (2) The reactants are [CH3:1][O:2][C:3]1[CH:4]=[C:5]([C:11]2[N:12]=[C:13]([NH:23][CH2:24][CH3:25])[S:14][C:15]=2[C:16]2[CH:21]=[CH:20][N:19]=[C:18](Cl)[N:17]=2)[CH:6]=[C:7]([O:9][CH3:10])[CH:8]=1.[F:26][C:27]1[CH:28]=[C:29]([NH2:42])[CH:30]=[CH:31][C:32]=1[N:33]1[CH2:38][CH2:37][N:36]([CH2:39][CH2:40][F:41])[CH2:35][CH2:34]1. The catalyst is C(O)C(F)(F)F. The product is [F:26][C:27]1[CH:28]=[C:29]([NH2:42])[CH:30]=[CH:31][C:32]=1[N:33]1[CH2:38][CH2:37][N:36]([CH2:39][CH2:40][F:41])[CH2:35][CH2:34]1.[CH3:1][O:2][C:3]1[CH:4]=[C:5]([C:11]2[N:12]=[C:13]([NH:23][CH2:24][CH3:25])[S:14][C:15]=2[C:16]2[CH:21]=[CH:20][N:19]=[C:18]([NH:42][C:29]3[CH:30]=[CH:31][C:32]([N:33]4[CH2:38][CH2:37][N:36]([CH2:39][CH2:40][F:41])[CH2:35][CH2:34]4)=[C:27]([F:26])[CH:28]=3)[N:17]=2)[CH:6]=[C:7]([O:9][CH3:10])[CH:8]=1. The yield is 0.520. (3) The reactants are [CH2:1]([O:8][C:9]1[CH:14]=[CH:13][C:12]([C:15]2[CH:16]=[N:17][C:18]3[N:19]([N:27]=[CH:28][C:29]=3[N+:30]([O-])=O)[C:20]=2[CH:21]2[CH2:26][CH2:25][CH2:24][CH2:23][CH2:22]2)=[CH:11][CH:10]=1)[C:2]1[CH:7]=[CH:6][CH:5]=[CH:4][CH:3]=1.[Sn](Cl)Cl. The catalyst is C(OCC)(=O)C. The product is [CH2:1]([O:8][C:9]1[CH:10]=[CH:11][C:12]([C:15]2[CH:16]=[N:17][C:18]3[N:19]([N:27]=[CH:28][C:29]=3[NH2:30])[C:20]=2[CH:21]2[CH2:26][CH2:25][CH2:24][CH2:23][CH2:22]2)=[CH:13][CH:14]=1)[C:2]1[CH:7]=[CH:6][CH:5]=[CH:4][CH:3]=1. The yield is 0.360. (4) The reactants are [CH2:1]([C:3]1[CH:4]=[C:5]2[C:10](=[CH:11][C:12]=1[OH:13])[O:9][CH:8]([C:14]([F:17])([F:16])[F:15])[C:7]([C:18]([OH:20])=[O:19])=[CH:6]2)[CH3:2].S(Cl)([Cl:24])(=O)=O. The catalyst is ClCCl. The product is [Cl:24][C:4]1[C:3]([CH2:1][CH3:2])=[C:12]([OH:13])[CH:11]=[C:10]2[C:5]=1[CH:6]=[C:7]([C:18]([OH:20])=[O:19])[CH:8]([C:14]([F:15])([F:16])[F:17])[O:9]2. The yield is 0.520. (5) The reactants are C([O:4][CH:5]([CH2:39][O:40][CH:41]([CH3:43])[CH3:42])[CH2:6][O:7][C:8]1[CH:13]=[CH:12][C:11](/[CH:14]=[CH:15]/[C:16](=[O:26])[NH:17][S:18]([CH2:21][CH2:22][CH2:23][CH2:24][CH3:25])(=[O:20])=[O:19])=[C:10]([O:27][C:28]2[C:33]([Cl:34])=[CH:32][C:31]([C:35]([F:38])([F:37])[F:36])=[CH:30][N:29]=2)[CH:9]=1)(=O)C.O1CCCC1.[OH-].[Na+].Cl. The catalyst is O.C(O)C. The product is [Cl:34][C:33]1[C:28]([O:27][C:10]2[CH:9]=[C:8]([O:7][CH2:6][CH:5]([OH:4])[CH2:39][O:40][CH:41]([CH3:43])[CH3:42])[CH:13]=[CH:12][C:11]=2/[CH:14]=[CH:15]/[C:16]([NH:17][S:18]([CH2:21][CH2:22][CH2:23][CH2:24][CH3:25])(=[O:20])=[O:19])=[O:26])=[N:29][CH:30]=[C:31]([C:35]([F:37])([F:36])[F:38])[CH:32]=1. The yield is 0.520. (6) The reactants are [CH3:1][N:2]1[CH:6]=[C:5]([C:7]2[CH:12]=[C:11]([O:13][C:14]3[N:15]=[CH:16][C:17]([NH:20]C(=O)C)=[N:18][CH:19]=3)[CH:10]=[CH:9][N:8]=2)[CH:4]=[N:3]1.Cl. The catalyst is C1COCC1. The product is [CH3:1][N:2]1[CH:6]=[C:5]([C:7]2[CH:12]=[C:11]([O:13][C:14]3[N:15]=[CH:16][C:17]([NH2:20])=[N:18][CH:19]=3)[CH:10]=[CH:9][N:8]=2)[CH:4]=[N:3]1. The yield is 0.970. (7) The reactants are [CH3:1][N:2]1[C:10]2[N:9]=[C:8]([O:11][C:12]3[CH:17]=[CH:16][CH:15]=[C:14]([O:18][C:19]([F:22])([F:21])[F:20])[CH:13]=3)[N:7]([CH2:23][O:24][CH2:25][CH2:26][Si:27]([CH3:30])([CH3:29])[CH3:28])[C:6]=2[C:5](=[O:31])[NH:4][C:3]1=[O:32].CS(O[CH2:38][CH2:39][C:40]([F:43])([F:42])[F:41])(=O)=O.C(=O)([O-])[O-].[K+].[K+]. The catalyst is CN(C=O)C.C(OCC)(=O)C. The product is [CH3:1][N:2]1[C:10]2[N:9]=[C:8]([O:11][C:12]3[CH:17]=[CH:16][CH:15]=[C:14]([O:18][C:19]([F:21])([F:22])[F:20])[CH:13]=3)[N:7]([CH2:23][O:24][CH2:25][CH2:26][Si:27]([CH3:28])([CH3:30])[CH3:29])[C:6]=2[C:5](=[O:31])[N:4]([CH2:38][CH2:39][C:40]([F:43])([F:42])[F:41])[C:3]1=[O:32]. The yield is 0.846. (8) No catalyst specified. The product is [C:17]([C:12]1[C:13](=[O:16])[N:14]([CH2:26][CH2:27][CH2:28][C:29]2[CH:34]=[CH:33][CH:32]=[CH:31][C:30]=2[Cl:35])[N:15]=[C:10]([C:4]2[CH:5]=[CH:6][C:7]([O:8][CH3:9])=[C:2]([F:1])[CH:3]=2)[CH:11]=1)([OH:19])=[O:18]. The yield is 0.560. The reactants are [F:1][C:2]1[CH:3]=[C:4]([C:10]2[CH:11]=[C:12]([C:17]([O:19]C)=[O:18])[C:13](=[O:16])[NH:14][N:15]=2)[CH:5]=[CH:6][C:7]=1[O:8][CH3:9].CS(O[CH2:26][CH2:27][CH2:28][C:29]1[CH:34]=[CH:33][CH:32]=[CH:31][C:30]=1[Cl:35])(=O)=O. (9) The reactants are [N+:1]([C:4]1[C:12]2[S:11][C:10]([NH2:13])=[N:9][C:8]=2[CH:7]=[C:6]([C:14]2[CH:15]=[N:16][CH:17]=[CH:18][CH:19]=2)[CH:5]=1)([O-:3])=[O:2].[CH2:20]([N:22]=[C:23]=[O:24])[CH3:21]. The catalyst is O1CCOCC1. The product is [CH2:20]([NH:22][C:23]([NH:13][C:10]1[S:11][C:12]2[C:4]([N+:1]([O-:3])=[O:2])=[CH:5][C:6]([C:14]3[CH:15]=[N:16][CH:17]=[CH:18][CH:19]=3)=[CH:7][C:8]=2[N:9]=1)=[O:24])[CH3:21]. The yield is 0.240.